This data is from Reaction yield outcomes from USPTO patents with 853,638 reactions. The task is: Predict the reaction yield, written as a fraction of the theoretical maximum amount of product (1.0 means a 100% yield; for example, 0.34 means a 34% yield). (1) The reactants are Br[CH2:2][CH2:3][CH2:4][CH2:5][CH2:6][Br:7].[C:8]([O:13][CH2:14][CH3:15])(=[O:12])[CH:9]([CH3:11])[CH3:10].[Li+].CC([N-]C(C)C)C. The catalyst is C1COCC1. The product is [Br:7][CH2:6][CH2:5][CH2:4][CH2:3][CH2:2][C:9]([CH3:11])([CH3:10])[C:8]([O:13][CH2:14][CH3:15])=[O:12]. The yield is 0.440. (2) The reactants are [N:1]1[C:10]2[C:5](=[CH:6][C:7]([CH2:11][N:12]3[C:16]4=[N:17][C:18]([C:21]5[CH:22]=[N:23][N:24]([CH2:26][C:27]([OH:29])=O)[CH:25]=5)=[CH:19][CH:20]=[C:15]4[N:14]=[N:13]3)=[CH:8][CH:9]=2)[CH:4]=[CH:3][CH:2]=1.CN(C=O)C.CN(C(ON1N=NC2[CH:46]=[CH:47][CH:48]=[N:49][C:44]1=2)=[N+](C)C)C.F[P-](F)(F)(F)(F)F.N1CCCC1. The catalyst is O. The product is [N:49]1([C:27](=[O:29])[CH2:26][N:24]2[CH:25]=[C:21]([C:18]3[N:17]=[C:16]4[N:12]([CH2:11][C:7]5[CH:6]=[C:5]6[C:10](=[CH:9][CH:8]=5)[N:1]=[CH:2][CH:3]=[CH:4]6)[N:13]=[N:14][C:15]4=[CH:20][CH:19]=3)[CH:22]=[N:23]2)[CH2:48][CH2:47][CH2:46][CH2:44]1. The yield is 0.160. (3) The reactants are [CH:1]1([N:8]2[C:12]3[N:13]=[C:14]([NH:17][C:18]4[CH:26]=[CH:25][C:21]([C:22]([OH:24])=O)=[CH:20][N:19]=4)[N:15]=[CH:16][C:11]=3[CH:10]=[C:9]2[C:27](=[O:31])[N:28]([CH3:30])[CH3:29])[CH2:7][CH2:6][CH2:5][CH2:4][CH2:3][CH2:2]1.[CH3:32][C:33]1([OH:41])[CH:38]2[CH2:39][CH2:40][CH:34]1[CH2:35][NH:36][CH2:37]2. No catalyst specified. The product is [CH:1]1([N:8]2[C:12]3[N:13]=[C:14]([NH:17][C:18]4[CH:26]=[CH:25][C:21]([C:22]([N:36]5[CH2:37][CH:38]6[C:33]([OH:41])([CH3:32])[CH:34]([CH2:40][CH2:39]6)[CH2:35]5)=[O:24])=[CH:20][N:19]=4)[N:15]=[CH:16][C:11]=3[CH:10]=[C:9]2[C:27]([N:28]([CH3:29])[CH3:30])=[O:31])[CH2:7][CH2:6][CH2:5][CH2:4][CH2:3][CH2:2]1. The yield is 0.260. (4) The reactants are [N:1]1([C:6]([C:8]2[CH:23]=[CH:22][C:11]([CH2:12][C:13]3[CH:18]=[CH:17][C:16]([N+:19]([O-])=O)=[CH:15][CH:14]=3)=[CH:10][CH:9]=2)=[O:7])[CH2:5][CH2:4][CH2:3][CH2:2]1. The catalyst is [Pd].C(O)C. The product is [N:1]1([C:6]([C:8]2[CH:23]=[CH:22][C:11]([CH2:12][C:13]3[CH:18]=[CH:17][C:16]([NH2:19])=[CH:15][CH:14]=3)=[CH:10][CH:9]=2)=[O:7])[CH2:2][CH2:3][CH2:4][CH2:5]1. The yield is 0.990. (5) The reactants are Br[CH2:2][C:3]1[CH:21]=[CH:20][C:6]([CH2:7][O:8][C:9]2[CH:14]=[CH:13][C:12]([C:15](=[O:17])[CH3:16])=[C:11]([OH:18])[C:10]=2[Cl:19])=[CH:5][CH:4]=1.[OH:22][C:23]1[CH:27]=[C:26]([C:28]2[CH:29]=[C:30](B(O)O)[CH:31]=[CH:32][CH:33]=2)[O:25][N:24]=1.C([O-])([O-])=O.[Na+].[Na+].C(O)CC. The catalyst is O.C(COC)OC.C1C=CC([P]([Pd]([P](C2C=CC=CC=2)(C2C=CC=CC=2)C2C=CC=CC=2)([P](C2C=CC=CC=2)(C2C=CC=CC=2)C2C=CC=CC=2)[P](C2C=CC=CC=2)(C2C=CC=CC=2)C2C=CC=CC=2)(C2C=CC=CC=2)C2C=CC=CC=2)=CC=1. The product is [OH:22][C:23]1[CH:27]=[C:26]([C:28]2[CH:33]=[C:32]([CH:31]=[CH:30][CH:29]=2)[CH2:2][C:3]2[CH:21]=[CH:20][C:6]([CH2:7][O:8][C:9]3[CH:14]=[CH:13][C:12]([C:15](=[O:17])[CH3:16])=[C:11]([OH:18])[C:10]=3[Cl:19])=[CH:5][CH:4]=2)[O:25][N:24]=1. The yield is 0.0500.